Dataset: Reaction yield outcomes from USPTO patents with 853,638 reactions. Task: Predict the reaction yield, written as a fraction of the theoretical maximum amount of product (1.0 means a 100% yield; for example, 0.34 means a 34% yield). (1) The reactants are [Br:1][C:2]1[CH:3]=[CH:4][C:5]2[N:9]=[C:8]([CH3:10])[NH:7][C:6]=2[CH:11]=1.[H-].[Na+].Cl[CH2:15][O:16][CH2:17][CH2:18][Si:19]([CH3:22])([CH3:21])[CH3:20].O. The catalyst is CN(C)C=O. The product is [Br:1][C:2]1[CH:3]=[CH:4][C:5]2[N:9]=[C:8]([CH3:10])[N:7]([CH2:15][O:16][CH2:17][CH2:18][Si:19]([CH3:22])([CH3:21])[CH3:20])[C:6]=2[CH:11]=1. The yield is 0.750. (2) The reactants are [N:1]([C:10]1[CH:16]=[CH:15][C:13]([NH2:14])=[CH:12][CH:11]=1)=[N:2][C:3]1[CH:9]=[CH:8][C:6]([NH2:7])=[CH:5][CH:4]=1.C([O:20][CH2:21][CH3:22])(=O)C. The catalyst is ClCCl. The product is [C:21]([NH:14][C:13]1[CH:15]=[CH:16][C:10]([N:1]=[N:2][C:3]2[CH:4]=[CH:5][C:6]([NH2:7])=[CH:8][CH:9]=2)=[CH:11][CH:12]=1)(=[O:20])[C:22]1[CH:8]=[CH:9][CH:3]=[CH:4][CH:5]=1. The yield is 0.540. (3) The reactants are [NH2:1][C:2]1[C:7]([CH3:8])=[CH:6][C:5]([Br:9])=[CH:4][N:3]=1.[CH3:10][C:11](=O)[CH2:12][CH2:13][C:14](=O)[CH3:15]. The catalyst is C1(C)C=CC=CC=1.O.C1(C)C=CC(S(O)(=O)=O)=CC=1. The product is [Br:9][C:5]1[CH:6]=[C:7]([CH3:8])[C:2]([N:1]2[C:14]([CH3:15])=[CH:13][CH:12]=[C:11]2[CH3:10])=[N:3][CH:4]=1. The yield is 0.610. (4) The reactants are Cl.[CH2:2]([O:4][C:5]([CH:7]1[CH2:12][CH2:11][CH2:10][NH:9][CH2:8]1)=[O:6])[CH3:3].CCN(C(C)C)C(C)C.[Cl:22][C:23]1[CH:28]=[CH:27][CH:26]=[CH:25][C:24]=1[S:29](Cl)(=[O:31])=[O:30]. The catalyst is C(Cl)Cl. The product is [CH2:2]([O:4][C:5]([CH:7]1[CH2:12][CH2:11][CH2:10][N:9]([S:29]([C:24]2[CH:25]=[CH:26][CH:27]=[CH:28][C:23]=2[Cl:22])(=[O:31])=[O:30])[CH2:8]1)=[O:6])[CH3:3]. The yield is 0.863. (5) The reactants are [C:1]([C:5]1[CH:9]=[C:8]([NH:10][C:11](=[O:36])[NH:12][C:13]2[C:22]3[C:17](=[CH:18][CH:19]=[CH:20][CH:21]=3)[C:16]([O:23][CH2:24][C:25]3[CH:30]=[CH:29][N:28]=[C:27]([NH:31][C:32](=[O:35])[CH2:33]Cl)[CH:26]=3)=[CH:15][CH:14]=2)[N:7]([C:37]2[CH:42]=[CH:41][C:40]([CH3:43])=[CH:39][CH:38]=2)[N:6]=1)([CH3:4])([CH3:3])[CH3:2].C[CH2:45][N:46](C(C)C)[CH:47](C)C.CNC. The catalyst is C(Cl)Cl.CN(C=O)C. The product is [C:1]([C:5]1[CH:9]=[C:8]([NH:10][C:11](=[O:36])[NH:12][C:13]2[C:22]3[C:17](=[CH:18][CH:19]=[CH:20][CH:21]=3)[C:16]([O:23][CH2:24][C:25]3[CH:30]=[CH:29][N:28]=[C:27]([NH:31][C:32](=[O:35])[CH2:33][N:46]([CH3:47])[CH3:45])[CH:26]=3)=[CH:15][CH:14]=2)[N:7]([C:37]2[CH:42]=[CH:41][C:40]([CH3:43])=[CH:39][CH:38]=2)[N:6]=1)([CH3:4])([CH3:3])[CH3:2]. The yield is 0.350. (6) The reactants are [NH2:1][C:2]1[C:7]([CH:8]=O)=[CH:6][N:5]=[C:4]([S:10][CH3:11])[N:3]=1.[Cl:12][C:13]1[C:18]([O:19][CH3:20])=[CH:17][C:16]([O:21][CH3:22])=[C:15]([Cl:23])[C:14]=1[CH2:24][C:25]#[N:26].C(=O)([O-])[O-].[K+].[K+]. The catalyst is CN(C=O)C. The product is [Cl:12][C:13]1[C:18]([O:19][CH3:20])=[CH:17][C:16]([O:21][CH3:22])=[C:15]([Cl:23])[C:14]=1[C:24]1[C:25](=[NH:26])[NH:1][C:2]2[N:3]=[C:4]([S:10][CH3:11])[N:5]=[CH:6][C:7]=2[CH:8]=1. The yield is 0.350. (7) The reactants are [CH2:1]([O:3][C:4](=[O:13])[CH2:5][NH:6][C:7]1[CH:12]=[CH:11][CH:10]=[CH:9][CH:8]=1)[CH3:2].[Cl:14][CH2:15][C:16](Cl)=[O:17]. The product is [CH2:1]([O:3][C:4](=[O:13])[CH2:5][N:6]([C:16](=[O:17])[CH2:15][Cl:14])[C:7]1[CH:12]=[CH:11][CH:10]=[CH:9][CH:8]=1)[CH3:2]. No catalyst specified. The yield is 0.710. (8) The reactants are [OH:1][NH:2][CH:3]([CH:35]([CH3:37])[CH3:36])[CH2:4][S:5]([C:8]1[CH:13]=[CH:12][C:11]([C:14]2[CH:19]=[CH:18][CH:17]=[C:16]([CH2:20][NH:21][C:22]([C:24]3[NH:33][C:32](=[O:34])[C:31]4[C:26](=[CH:27][CH:28]=[CH:29][CH:30]=4)[N:25]=3)=[O:23])[CH:15]=2)=[CH:10][CH:9]=1)(=[O:7])=[O:6].C([N:41]([CH2:45]C)C(C)C)(C)C.ClC(Cl)([O:50]C(=O)OC(Cl)(Cl)Cl)Cl.N. The catalyst is C1COCC1. The product is [NH2:41][C:45]([N:2]([OH:1])[CH:3]([CH:35]([CH3:37])[CH3:36])[CH2:4][S:5]([C:8]1[CH:9]=[CH:10][C:11]([C:14]2[CH:19]=[CH:18][CH:17]=[C:16]([CH2:20][NH:21][C:22]([C:24]3[NH:33][C:32](=[O:34])[C:31]4[C:26](=[CH:27][CH:28]=[CH:29][CH:30]=4)[N:25]=3)=[O:23])[CH:15]=2)=[CH:12][CH:13]=1)(=[O:6])=[O:7])=[O:50]. The yield is 0.830. (9) The reactants are C(OC([N:8]1[CH2:13][CH2:12][CH2:11][C@H:10]([NH:14][CH2:15][C:16]2[CH:17]=[C:18]3[C:22](=[CH:23][C:24]=2[O:25][CH3:26])[CH2:21][O:20][C:19]3([C:31]2[CH:36]=[CH:35][CH:34]=[CH:33][CH:32]=2)[C:27]([F:30])([F:29])[F:28])[C@@H:9]1[C:37]1[CH:42]=[CH:41][CH:40]=[CH:39][CH:38]=1)=O)(C)(C)C.[ClH:43].[OH-].[Na+]. The catalyst is C(OCC)(=O)C. The product is [ClH:43].[ClH:43].[CH3:26][O:25][C:24]1[CH:23]=[C:22]2[C:18]([C:19]([C:31]3[CH:32]=[CH:33][CH:34]=[CH:35][CH:36]=3)([C:27]([F:30])([F:28])[F:29])[O:20][CH2:21]2)=[CH:17][C:16]=1[CH2:15][NH:14][C@H:10]1[CH2:11][CH2:12][CH2:13][NH:8][C@H:9]1[C:37]1[CH:42]=[CH:41][CH:40]=[CH:39][CH:38]=1. The yield is 0.879.